Dataset: CYP2C19 inhibition data for predicting drug metabolism from PubChem BioAssay. Task: Regression/Classification. Given a drug SMILES string, predict its absorption, distribution, metabolism, or excretion properties. Task type varies by dataset: regression for continuous measurements (e.g., permeability, clearance, half-life) or binary classification for categorical outcomes (e.g., BBB penetration, CYP inhibition). Dataset: cyp2c19_veith. The molecule is Cc1cccc(NC(=O)CSc2nc(COc3ccccc3)nc3ccccc23)c1C. The result is 1 (inhibitor).